This data is from Experimentally validated miRNA-target interactions with 360,000+ pairs, plus equal number of negative samples. The task is: Binary Classification. Given a miRNA mature sequence and a target amino acid sequence, predict their likelihood of interaction. The miRNA is hsa-miR-495-5p with sequence GAAGUUGCCCAUGUUAUUUUCG. The protein sequence of the target gene is MTSSLHRPFRVPWLLWAVLLVSTTAASQNQERLCAFKDPYQQDLGIGESRISHENGTILCSKGSTCYGLWEKSKGDINLVKQGCWSHIGDPQECHYEECVVTTTPPSIQNGTYRFCCCSTDLCNVNFTENFPPPDTTPLSPPHSFNRDETIIIALASVSVLAVLIVALCFGYRMLTGDRKQGLHSMNMMEAAAAEPSLDLDNLKLLELIGRGRYGAVYKGSLDERPVAVKVFSFANRQNFINEKNIYRVPLMEHDNIARFIVGDERLTADGRMEYLLVMEYYPNGSLCKYLSLHTSDWVS.... Result: 0 (no interaction).